From a dataset of Reaction yield outcomes from USPTO patents with 853,638 reactions. Predict the reaction yield, written as a fraction of the theoretical maximum amount of product (1.0 means a 100% yield; for example, 0.34 means a 34% yield). (1) The reactants are [NH2:1][C:2]1[S:3][C:4]2[C:10]([C:11]3[CH:16]=[CH:15][CH:14]=[CH:13][CH:12]=3)=[CH:9][C:8]([O:17][CH3:18])=[CH:7][C:5]=2[N:6]=1.C(N(CC)CC)C.[CH3:26][C:27]1[S:31][C:30]([C:32](Cl)=[O:33])=[CH:29][CH:28]=1.[OH-].[Na+]. The catalyst is ClCCl. The product is [CH3:18][O:17][C:8]1[CH:9]=[C:10]([C:11]2[CH:16]=[CH:15][CH:14]=[CH:13][CH:12]=2)[C:4]2[S:3][C:2]([NH:1][C:32]([C:30]3[S:31][C:27]([CH3:26])=[CH:28][CH:29]=3)=[O:33])=[N:6][C:5]=2[CH:7]=1. The yield is 0.0500. (2) The reactants are [C:1](=[O:13])([O:10][CH2:11][CH3:12])[O:2][CH:3]([N:5]1[CH:9]=[N:8][N:7]=[N:6]1)[CH3:4].[Br:14]N1C(C)(C)C(=O)N(Br)C1=O.C(O)(=O)C. The catalyst is O. The product is [C:1](=[O:13])([O:10][CH2:11][CH3:12])[O:2][CH:3]([N:5]1[C:9]([Br:14])=[N:8][N:7]=[N:6]1)[CH3:4]. The yield is 0.950. (3) The product is [CH3:6][NH:7][CH:8]1[CH2:13][CH2:12][N:11]([C:14]2[N:22]=[CH:21][N:20]=[C:19]3[C:15]=2[N:16]=[CH:17][NH:18]3)[CH2:10][CH2:9]1. The reactants are C(O[C:6](=O)[N:7](C)[CH:8]1[CH2:13][CH2:12][N:11]([C:14]2[N:22]=[CH:21][N:20]=[C:19]3[C:15]=2[N:16]=[CH:17][N:18]3C2CCCCO2)[CH2:10][CH2:9]1)(C)(C)C.Cl. The yield is 0.390. The catalyst is C(O)C. (4) The reactants are [H-].[Al+3].[Li+].[H-].[H-].[H-].[NH:7]1[C:15]2[CH:14]=[CH:13][CH:12]=[C:11]([C:16](OC)=[O:17])[C:10]=2[CH:9]=[CH:8]1. The yield is 0.990. The catalyst is C1COCC1. The product is [OH:17][CH2:16][C:11]1[CH:12]=[CH:13][CH:14]=[C:15]2[C:10]=1[CH:9]=[CH:8][NH:7]2. (5) The reactants are [Cl:1][C:2]1[CH:3]=[C:4]2[C:8](=[CH:9][C:10]=1[Cl:11])[NH:7][CH:6]=[C:5]2[CH2:12][C:13]([OH:15])=O.[N:16]1([CH:22]2[CH2:25][N:24]([C:26](=[O:29])[CH:27]=[CH2:28])[CH2:23]2)[CH2:21][CH2:20][NH:19][CH2:18][CH2:17]1.CCN=C=NCCCN(C)C.Cl.C1C=CC2N(O)N=NC=2C=1.CCN(CC)CC. The catalyst is CN(C=O)C. The product is [Cl:1][C:2]1[CH:3]=[C:4]2[C:8](=[CH:9][C:10]=1[Cl:11])[NH:7][CH:6]=[C:5]2[CH2:12][C:13]([N:19]1[CH2:20][CH2:21][N:16]([CH:22]2[CH2:25][N:24]([C:26](=[O:29])[CH:27]=[CH2:28])[CH2:23]2)[CH2:17][CH2:18]1)=[O:15]. The yield is 0.0766. (6) The reactants are [F:1][C:2]1[CH:3]=[C:4]([C@@:12]([NH:27][C:28]([NH:30][C:31](=[O:38])[C:32]2[CH:37]=[CH:36][CH:35]=[CH:34][CH:33]=2)=[S:29])([C:20]2[CH:25]=[CH:24][C:23]([F:26])=[CH:22][CH:21]=2)[CH2:13][C:14]2[CH:19]=[CH:18][CH:17]=[CH:16][CH:15]=2)[CH:5]=[C:6]([C:8]([F:11])([F:10])[F:9])[CH:7]=1.I[CH3:40].O. The catalyst is CN(C=O)C. The product is [C:31](/[N:30]=[C:28](\[S:29][CH3:40])/[NH:27][C@:12]([C:4]1[CH:5]=[C:6]([C:8]([F:9])([F:11])[F:10])[CH:7]=[C:2]([F:1])[CH:3]=1)([C:20]1[CH:25]=[CH:24][C:23]([F:26])=[CH:22][CH:21]=1)[CH2:13][C:14]1[CH:15]=[CH:16][CH:17]=[CH:18][CH:19]=1)(=[O:38])[C:32]1[CH:33]=[CH:34][CH:35]=[CH:36][CH:37]=1. The yield is 0.810.